From a dataset of Reaction yield outcomes from USPTO patents with 853,638 reactions. Predict the reaction yield, written as a fraction of the theoretical maximum amount of product (1.0 means a 100% yield; for example, 0.34 means a 34% yield). No catalyst specified. The product is [OH:1][C@@H:2]([CH2:49][N:47]1[CH2:46][CH2:40][O:43][CH2:9][CH2:48]1)[CH2:4][O:15][C:16]1[CH:17]=[CH:18][C:19]2[C:20]3[N:21]([CH2:37][CH2:38][N:39]=3)[C:22]([NH:28][C:29]([C:30]3[CH:31]=[N:32][CH:33]=[CH:34][CH:35]=3)=[O:36])=[N:23][C:24]=2[C:25]=1[O:26][CH3:27]. The reactants are [OH:1][C:2]([C:4](F)(F)F)=O.O[C:9](C(F)(F)F)=O.[OH:15][C:16]1[CH:17]=[CH:18][C:19]2[C:20]3[N:21]([CH2:37][CH2:38][N:39]=3)[C:22]([NH:28][C:29](=[O:36])[C:30]3[CH:35]=[CH:34][CH:33]=[N:32][CH:31]=3)=[N:23][C:24]=2[C:25]=1[O:26][CH3:27].[C:40]([O-:43])([O-])=O.[Cs+].[Cs+].[CH3:46][N:47]([CH:49]=O)[CH3:48]. The yield is 0.820.